This data is from Full USPTO retrosynthesis dataset with 1.9M reactions from patents (1976-2016). The task is: Predict the reactants needed to synthesize the given product. (1) Given the product [C:21]([O:20][C:18]([N:5]([C:6]1[CH:7]=[CH:8][C:9]([CH2:12][CH2:13][C:14]([O:16][CH3:17])=[O:15])=[CH:10][CH:11]=1)[S:2]([CH3:1])(=[O:4])=[O:3])=[O:19])([CH3:24])([CH3:23])[CH3:22], predict the reactants needed to synthesize it. The reactants are: [CH3:1][S:2]([NH:5][C:6]1[CH:11]=[CH:10][C:9]([CH2:12][CH2:13][C:14]([O:16][CH3:17])=[O:15])=[CH:8][CH:7]=1)(=[O:4])=[O:3].[C:18](O[C:18]([O:20][C:21]([CH3:24])([CH3:23])[CH3:22])=[O:19])([O:20][C:21]([CH3:24])([CH3:23])[CH3:22])=[O:19]. (2) Given the product [CH3:1][C:2]1([CH3:19])[CH2:14][C:13]2=[N:15][N:16]([CH3:22])[C:17](=[O:18])[C:10]3[C:11]4[C:12]2=[C:27]([N:25]([CH3:24])[C:26]=4[CH:7]=[CH:8][CH:9]=3)[CH2:3]1, predict the reactants needed to synthesize it. The reactants are: [CH3:1][C:2]1([CH3:19])[CH2:14][C:13]2=[N:15][NH:16][C:17](=[O:18])[C:10]3[C:11]4[C:12]2=C(NC=4[CH:7]=[CH:8][CH:9]=3)[CH2:3]1.[H-].[Na+].[CH3:22]I.[CH3:24][N:25]([CH:27]=O)[CH3:26]. (3) Given the product [CH:28]1[CH:29]=[CH:30][C:25]2[S:24][N:23]=[C:22]([N:16]3[CH2:17][CH2:18][N:19]([CH2:13][CH2:12][C:3]4[CH:4]=[C:5]5[CH2:6][C:7](=[O:11])[NH:8][C:9]5=[CH:10][C:2]=4[Cl:1])[CH2:20][CH2:21]3)[C:26]=2[CH:27]=1, predict the reactants needed to synthesize it. The reactants are: [Cl:1][C:2]1[CH:10]=[C:9]2[C:5]([CH2:6][C:7](=[O:11])[NH:8]2)=[CH:4][C:3]=1[CH2:12][CH2:13]Cl.Cl.[N:16]1([C:22]2[C:26]3[CH:27]=[CH:28][CH:29]=[CH:30][C:25]=3[S:24][N:23]=2)[CH2:21][CH2:20][NH:19][CH2:18][CH2:17]1.C(=O)([O-])[O-].[Na+].[Na+].C(O)CO. (4) Given the product [Br:8][C:9]1[CH:10]=[CH:11][C:12]([OH:25])=[C:13]([CH2:15][N:16]2[C:34]([CH3:35])=[CH:33][C:27]([C:28]([O:30][CH2:31][CH3:32])=[O:29])=[N:17]2)[CH:14]=1, predict the reactants needed to synthesize it. The reactants are: FC(F)(F)C(O)=O.[Br:8][C:9]1[CH:10]=[CH:11][C:12]([OH:25])=[C:13]([CH2:15][NH:16][NH:17]C(OC(C)(C)C)=O)[CH:14]=1.O=[C:27]([CH2:33][C:34](=O)[CH3:35])[C:28]([O:30][CH2:31][CH3:32])=[O:29]. (5) Given the product [Br:20][CH:11]([C:12]1[CH:13]=[CH:14][C:15]([CH3:18])=[CH:16][CH:17]=1)[C:10]([C:3]1[C:4]2[C:9](=[CH:8][CH:7]=[CH:6][CH:5]=2)[NH:1][CH:2]=1)=[O:19], predict the reactants needed to synthesize it. The reactants are: [NH:1]1[C:9]2[C:4](=[CH:5][CH:6]=[CH:7][CH:8]=2)[C:3]([C:10](=[O:19])[CH2:11][C:12]2[CH:17]=[CH:16][C:15]([CH3:18])=[CH:14][CH:13]=2)=[CH:2]1.[Br-:20].[Br-].[Br-].C1([N+](C)(C)C)C=CC=CC=1.C1([N+](C)(C)C)C=CC=CC=1.C1([N+](C)(C)C)C=CC=CC=1. (6) The reactants are: N(=[C:3]1[C:11]2[C:6](=[CH:7][CH:8]=[CH:9][CH:10]=2)[N:5]=[C:4]1[C:12]([O:14][CH2:15][CH3:16])=[O:13])#N.[C:17]([C:21]1[CH:26]=[CH:25][C:24]([OH:27])=[CH:23][CH:22]=1)([CH3:20])([CH3:19])[CH3:18]. Given the product [C:17]([C:21]1[CH:22]=[CH:23][C:24]([O:27][C:3]2[C:11]3[C:6](=[CH:7][CH:8]=[CH:9][CH:10]=3)[NH:5][C:4]=2[C:12]([O:14][CH2:15][CH3:16])=[O:13])=[CH:25][CH:26]=1)([CH3:20])([CH3:18])[CH3:19], predict the reactants needed to synthesize it. (7) Given the product [CH3:11][O:12][C:13]1[C:14]([O:24][Si:25]([CH:29]([CH3:31])[CH3:30])([CH:26]([CH3:28])[CH3:27])[CH:32]([CH3:34])[CH3:33])=[CH:15][C:16]([N+:21]([O-:23])=[O:22])=[C:17]([CH:20]=1)[C:18]([OH:35])=[O:19], predict the reactants needed to synthesize it. The reactants are: Cl([O-])=O.[Na+].P([O-])(O)(O)=O.[Na+].[CH3:11][O:12][C:13]1[C:14]([O:24][Si:25]([CH:32]([CH3:34])[CH3:33])([CH:29]([CH3:31])[CH3:30])[CH:26]([CH3:28])[CH3:27])=[CH:15][C:16]([N+:21]([O-:23])=[O:22])=[C:17]([CH:20]=1)[CH:18]=[O:19].[OH:35]O.O=O.Cl.